Task: Binary classification across 12 toxicity assays.. Dataset: Tox21: 12 toxicity assays (nuclear receptors and stress response pathways) The compound is CNC(=O)Oc1cccc2c1OC(C)(C)C2. It tested positive (active) for: NR-ER (Estrogen Receptor agonist activity).